From a dataset of NCI-60 drug combinations with 297,098 pairs across 59 cell lines. Regression. Given two drug SMILES strings and cell line genomic features, predict the synergy score measuring deviation from expected non-interaction effect. (1) Drug 1: C1=NC2=C(N1)C(=S)N=CN2. Drug 2: CC(C)CN1C=NC2=C1C3=CC=CC=C3N=C2N. Cell line: MALME-3M. Synergy scores: CSS=14.8, Synergy_ZIP=-4.48, Synergy_Bliss=0.495, Synergy_Loewe=-0.864, Synergy_HSA=-0.686. (2) Drug 1: CC1=C(C(CCC1)(C)C)C=CC(=CC=CC(=CC(=O)O)C)C. Drug 2: CCC1=C2CN3C(=CC4=C(C3=O)COC(=O)C4(CC)O)C2=NC5=C1C=C(C=C5)O. Cell line: HS 578T. Synergy scores: CSS=24.3, Synergy_ZIP=-3.88, Synergy_Bliss=-1.11, Synergy_Loewe=0.448, Synergy_HSA=1.64. (3) Drug 1: CC1=C2C(C(=O)C3(C(CC4C(C3C(C(C2(C)C)(CC1OC(=O)C(C(C5=CC=CC=C5)NC(=O)OC(C)(C)C)O)O)OC(=O)C6=CC=CC=C6)(CO4)OC(=O)C)OC)C)OC. Drug 2: CCCS(=O)(=O)NC1=C(C(=C(C=C1)F)C(=O)C2=CNC3=C2C=C(C=N3)C4=CC=C(C=C4)Cl)F. Cell line: SNB-19. Synergy scores: CSS=42.1, Synergy_ZIP=3.18, Synergy_Bliss=2.94, Synergy_Loewe=-28.3, Synergy_HSA=1.61. (4) Drug 1: C1C(C(OC1N2C=NC3=C2NC=NCC3O)CO)O. Drug 2: CCC1(C2=C(COC1=O)C(=O)N3CC4=CC5=C(C=CC(=C5CN(C)C)O)N=C4C3=C2)O.Cl. Cell line: M14. Synergy scores: CSS=33.6, Synergy_ZIP=-6.04, Synergy_Bliss=-2.49, Synergy_Loewe=-26.5, Synergy_HSA=-3.26. (5) Drug 1: CC(CN1CC(=O)NC(=O)C1)N2CC(=O)NC(=O)C2. Drug 2: C1=CC(=CC=C1CC(C(=O)O)N)N(CCCl)CCCl.Cl. Cell line: SR. Synergy scores: CSS=88.8, Synergy_ZIP=9.95, Synergy_Bliss=10.1, Synergy_Loewe=8.48, Synergy_HSA=13.3. (6) Drug 1: COC1=NC(=NC2=C1N=CN2C3C(C(C(O3)CO)O)O)N. Drug 2: CC12CCC3C(C1CCC2O)C(CC4=C3C=CC(=C4)O)CCCCCCCCCS(=O)CCCC(C(F)(F)F)(F)F. Cell line: MOLT-4. Synergy scores: CSS=69.8, Synergy_ZIP=1.82, Synergy_Bliss=2.19, Synergy_Loewe=-14.8, Synergy_HSA=0.669. (7) Cell line: UACC62. Synergy scores: CSS=48.3, Synergy_ZIP=1.83, Synergy_Bliss=3.20, Synergy_Loewe=0.209, Synergy_HSA=4.46. Drug 1: CC1=C(C(=CC=C1)Cl)NC(=O)C2=CN=C(S2)NC3=CC(=NC(=N3)C)N4CCN(CC4)CCO. Drug 2: CNC(=O)C1=NC=CC(=C1)OC2=CC=C(C=C2)NC(=O)NC3=CC(=C(C=C3)Cl)C(F)(F)F.